This data is from Catalyst prediction with 721,799 reactions and 888 catalyst types from USPTO. The task is: Predict which catalyst facilitates the given reaction. (1) Reactant: [C:1]([N:8]1[CH2:15][C@H:14]([OH:16])[CH2:13][C@H:9]1[C:10]([OH:12])=[O:11])([O:3][C:4]([CH3:7])([CH3:6])[CH3:5])=[O:2].Cl[C:18]1[N:19]=[C:20]2[C:25](=[C:26]3[C:31]=1[CH:30]=[CH:29][CH:28]=[CH:27]3)[CH:24]=[CH:23][CH:22]=[CH:21]2.CC(C)([O-])C.[Na+]. Product: [C:4]([O:3][C:1]([N:8]1[CH2:15][C@H:14]([O:16][C:18]2[N:19]=[C:20]3[C:25](=[C:26]4[C:31]=2[CH:30]=[CH:29][CH:28]=[CH:27]4)[CH:24]=[CH:23][CH:22]=[CH:21]3)[CH2:13][C@H:9]1[C:10]([OH:12])=[O:11])=[O:2])([CH3:7])([CH3:6])[CH3:5]. The catalyst class is: 37. (2) Reactant: [NH:1]1[CH2:6][CH2:5][CH:4]([CH2:7][CH2:8][OH:9])[CH2:3][CH2:2]1.[CH:10](O)=O.C=O. Product: [CH3:10][N:1]1[CH2:6][CH2:5][CH:4]([CH2:7][CH2:8][OH:9])[CH2:3][CH2:2]1. The catalyst class is: 6. (3) Reactant: Cl.[F:2][C:3]1([F:7])[CH2:6][NH:5][CH2:4]1.[C:8]([O:12][C:13]([CH:15]1[CH2:20][CH2:19][C:18]([C:21]2[C:29]3[C:24](=[CH:25][C:26]([C:30](O)=[O:31])=[CH:27][CH:28]=3)[N:23]([C:33](=[O:45])[C:34]3[C:39]([C:40]([F:43])([F:42])[F:41])=[CH:38][CH:37]=[CH:36][C:35]=3[Cl:44])[N:22]=2)=[CH:17][CH2:16]1)=[O:14])([CH3:11])([CH3:10])[CH3:9].C(N(C(C)C)C(C)C)C.CN(C(ON1N=NC2C=CC=NC1=2)=[N+](C)C)C.F[P-](F)(F)(F)(F)F. Product: [Cl:44][C:35]1[CH:36]=[CH:37][CH:38]=[C:39]([C:40]([F:42])([F:41])[F:43])[C:34]=1[C:33]([N:23]1[C:24]2[C:29](=[CH:28][CH:27]=[C:26]([C:30]([N:5]3[CH2:6][C:3]([F:7])([F:2])[CH2:4]3)=[O:31])[CH:25]=2)[C:21]([C:18]2[CH2:19][CH2:20][CH:15]([C:13]([O:12][C:8]([CH3:11])([CH3:10])[CH3:9])=[O:14])[CH2:16][CH:17]=2)=[N:22]1)=[O:45]. The catalyst class is: 44. (4) Reactant: [CH2:1]([O:3]CC)C.Br[C:7]1[CH:8]=[CH:9][C:10]([O:13][CH2:14][C:15]2[CH:20]=[CH:19][C:18]([F:21])=[CH:17][CH:16]=2)=[N:11][CH:12]=1.C([Li])CCC.CN(C)C=O. Product: [F:21][C:18]1[CH:19]=[CH:20][C:15]([CH2:14][O:13][C:10]2[N:11]=[CH:12][C:7]([CH:1]=[O:3])=[CH:8][CH:9]=2)=[CH:16][CH:17]=1. The catalyst class is: 6. (5) Reactant: [O:1]=[C:2]1[N:7]=[CH:6][N:5]([C@H:8]2[CH2:13][CH2:12][C@H:11]([CH:14]=O)[CH2:10][CH2:9]2)[C:4]2[C:16]3[CH:22]=[CH:21][N:20]([CH2:23][O:24][CH2:25][CH2:26][Si:27]([CH3:30])([CH3:29])[CH3:28])[C:17]=3[N:18]=[CH:19][C:3]1=2.Cl.[Br:32][C:33]([F:37])([F:36])[CH2:34][NH2:35].C(O[BH-](OC(=O)C)OC(=O)C)(=O)C.[Na+].[Cl-].[NH4+]. Product: [Br:32][C:33]([F:37])([F:36])[CH2:34][NH:35][CH2:14][C@H:11]1[CH2:10][CH2:9][C@H:8]([N:5]2[C:4]3[C:16]4[CH:22]=[CH:21][N:20]([CH2:23][O:24][CH2:25][CH2:26][Si:27]([CH3:28])([CH3:29])[CH3:30])[C:17]=4[N:18]=[CH:19][C:3]=3[C:2](=[O:1])[NH:7][CH2:6]2)[CH2:13][CH2:12]1. The catalyst class is: 146. (6) Reactant: [CH:1]([C:4]([CH3:6])=O)([CH3:3])[CH3:2].Br.CC(O)=O.BrBr.[C:14]([CH2:17][O:18][C:19]1[CH:20]=[C:21]([CH:24]=[CH:25][CH:26]=1)[CH:22]=[O:23])(=[S:16])[NH2:15].C(=O)([O-])O.[Na+]. Product: [CH:1]([C:4]1[N:15]=[C:14]([CH2:17][O:18][C:19]2[CH:20]=[C:21]([CH:24]=[CH:25][CH:26]=2)[CH:22]=[O:23])[S:16][CH:6]=1)([CH3:3])[CH3:2]. The catalyst class is: 24.